Dataset: Reaction yield outcomes from USPTO patents with 853,638 reactions. Task: Predict the reaction yield, written as a fraction of the theoretical maximum amount of product (1.0 means a 100% yield; for example, 0.34 means a 34% yield). (1) The reactants are [CH:1]1([NH:4][C:5]([N:7]=[CH:8]N(C)C)=[S:6])[CH2:3][CH2:2]1.Cl[CH2:13][C:14]([O:16][CH2:17][CH3:18])=[O:15]. The catalyst is CC#N. The product is [CH2:17]([O:16][C:14]([C:13]1[S:6][C:5]([NH:4][CH:1]2[CH2:3][CH2:2]2)=[N:7][CH:8]=1)=[O:15])[CH3:18]. The yield is 0.550. (2) The reactants are CCN=C=NCCCN(C)C.C1C=CC2N(O)N=NC=2C=1.[Cl:22][C:23]1[C:24](=[O:44])[N:25]2[C:29](=[C:30]([C:41](O)=[O:42])[C:31]=1[NH:32][C:33]1[CH:38]=[CH:37][C:36]([I:39])=[CH:35][C:34]=1[F:40])[CH2:28][CH2:27][CH2:26]2.[CH3:45][C:46]1([CH3:54])[O:50][CH:49]([CH2:51][O:52][NH2:53])[CH2:48][O:47]1. The catalyst is CN(C=O)C. The product is [CH3:45][C:46]1([CH3:54])[O:50][CH:49]([CH2:51][O:52][NH:53][C:41]([C:30]2[C:31]([NH:32][C:33]3[CH:38]=[CH:37][C:36]([I:39])=[CH:35][C:34]=3[F:40])=[C:23]([Cl:22])[C:24](=[O:44])[N:25]3[C:29]=2[CH2:28][CH2:27][CH2:26]3)=[O:42])[CH2:48][O:47]1. The yield is 0.660. (3) The reactants are OC[C@H]1N[C:6](=O)[CH2:5][CH2:4]1.[CH3:9][N:10]([CH:12]=[O:13])C.[Si:14](Cl)([C:17]([CH3:20])([CH3:19])[CH3:18])(C)C.N1[CH:26]=[CH:25]N=C1.[OH2:27]. No catalyst specified. The product is [C:17]([SiH2:14][O:27][C:5]([CH3:4])([CH3:6])[C@H:9]1[NH:10][C:12](=[O:13])[CH2:26][CH2:25]1)([CH3:20])([CH3:19])[CH3:18]. The yield is 0.960. (4) The reactants are [NH2:1][C:2]1[N:7]=[C:6](O)[C:5]([C:9]#[N:10])=[C:4]([C:11]2[CH:12]=[N:13][CH:14]=[C:15]([O:17][CH3:18])[CH:16]=2)[N:3]=1.O=P(Cl)(Cl)[Cl:21]. No catalyst specified. The product is [NH2:1][C:2]1[N:7]=[C:6]([Cl:21])[C:5]([C:9]#[N:10])=[C:4]([C:11]2[CH:12]=[N:13][CH:14]=[C:15]([O:17][CH3:18])[CH:16]=2)[N:3]=1. The yield is 0.275. (5) The reactants are [Cl:1][C:2]1[CH:3]=[C:4]([C:9]2(O)[CH2:13][C:12]3([CH2:18][CH2:17][N:16]([C:19]([O:21]C(C)(C)C)=O)[CH2:15][CH2:14]3)[O:11][CH2:10]2)[CH:5]=[C:6]([F:8])[CH:7]=1.ClC1C=C(C2CC3(CCN(C(OC(C)(C)C)=O)CC3)OC2)C=C([F:34])C=1.CC[N:54](S(F)(F)F)[CH2:55][CH3:56].Cl.O1CCOCC1.C[C:69]1[C:73](C)=[C:72]([NH:75]C(=O)OC2C=CC=CC=2)[O:71]N=1.CCN(C(C)C)C(C)C.C(O)(C(F)(F)F)=O. The catalyst is C(Cl)Cl.CS(C)=O.C(#N)C. The product is [Cl:1][C:2]1[CH:3]=[C:4]([C:9]2([F:34])[CH2:13][C:12]3([CH2:18][CH2:17][N:16]([C:19]([NH:75][C:72]4[O:71][N:54]=[C:55]([CH3:56])[C:73]=4[CH3:69])=[O:21])[CH2:15][CH2:14]3)[O:11][CH2:10]2)[CH:5]=[C:6]([F:8])[CH:7]=1. The yield is 0.0800. (6) The reactants are [Cl:1][C:2]1[N:7]=[C:6]([NH:8][C:9]2[CH:18]=[C:17]([N+:19]([O-])=O)[CH:16]=[CH:15][C:10]=2[C:11]([NH:13][CH3:14])=[O:12])[C:5]([Cl:22])=[CH:4][N:3]=1.Cl.[OH-].[Na+]. The catalyst is [Fe]. The product is [NH2:19][C:17]1[CH:16]=[CH:15][C:10]([C:11]([NH:13][CH3:14])=[O:12])=[C:9]([NH:8][C:6]2[C:5]([Cl:22])=[CH:4][N:3]=[C:2]([Cl:1])[N:7]=2)[CH:18]=1. The yield is 0.600. (7) The reactants are [C:1]([O:7][CH2:8][CH3:9])(=[O:6])[CH2:2][C:3]([O-:5])=O.[K+].C(N(CC)CC)C.[Cl:18][C:19]1[CH:20]=[C:21]([CH:25]=[CH:26][C:27]=1[C:28]1[N:32]=[C:31]([C:33]2[N:34]=[C:35]3[C:40]([Cl:41])=[CH:39][C:38]([C:42]([F:45])([F:44])[F:43])=[CH:37][N:36]3[CH:46]=2)[O:30][N:29]=1)C(O)=O.C(Cl)(=O)C(Cl)=O. The catalyst is CCOC(C)=O.C(Cl)Cl.CN(C=O)C. The product is [Cl:18][C:19]1[CH:20]=[C:21]([C:3](=[O:5])[CH2:2][C:1]([O:7][CH2:8][CH3:9])=[O:6])[CH:25]=[CH:26][C:27]=1[C:28]1[N:32]=[C:31]([C:33]2[N:34]=[C:35]3[C:40]([Cl:41])=[CH:39][C:38]([C:42]([F:44])([F:45])[F:43])=[CH:37][N:36]3[CH:46]=2)[O:30][N:29]=1. The yield is 0.260. (8) The catalyst is O1CCCC1.CC#N. The product is [CH3:1][C:2]1[C:6]2[CH:7]=[C:8]([C:11](=[O:13])[CH2:30][C:29]([O:28][CH2:26][CH3:27])=[O:34])[CH:9]=[CH:10][C:5]=2[O:4][N:3]=1. The reactants are [CH3:1][C:2]1[C:6]2[CH:7]=[C:8]([C:11]([OH:13])=O)[CH:9]=[CH:10][C:5]=2[O:4][N:3]=1.C1N=CN(C(N2C=NC=C2)=O)C=1.[CH2:26]([O:28][C:29](=[O:34])[CH2:30]C([O-])=O)[CH3:27].[K+].C(N(CC)CC)C.[Mg+2].[Cl-].[Cl-]. The yield is 0.810. (9) The reactants are [F:1][C:2]1[CH:7]=[C:6]([C:8]#[C:9][CH2:10][CH2:11][CH3:12])[CH:5]=[CH:4][N:3]=1.N12CCCN=C1CCCCC2.[I-].[NH2:25][N+:26]1[CH:31]=[CH:30][CH:29]=[CH:28][CH:27]=1.O. The catalyst is C(#N)C. The product is [F:1][C:2]1[CH:7]=[C:6]([C:8]2[C:9]([CH2:10][CH2:11][CH3:12])=[N:25][N:26]3[CH:31]=[CH:30][CH:29]=[CH:28][C:27]=23)[CH:5]=[CH:4][N:3]=1. The yield is 0.750. (10) The reactants are C(OC([NH:8][CH:9]1[C:18]2[C:13](=[CH:14][CH:15]=[C:16]([NH:19][C:20]([C:22]3[C:31](=[O:32])[C:30]4[C:25](=[CH:26][CH:27]=[CH:28][CH:29]=4)[NH:24][CH:23]=3)=[O:21])[CH:17]=2)[CH2:12][CH2:11][CH2:10]1)=O)(C)(C)C.C(O)(C(F)(F)F)=O. The catalyst is ClCCl. The product is [NH2:8][CH:9]1[C:18]2[C:13](=[CH:14][CH:15]=[C:16]([NH:19][C:20]([C:22]3[C:31](=[O:32])[C:30]4[C:25](=[CH:26][CH:27]=[CH:28][CH:29]=4)[NH:24][CH:23]=3)=[O:21])[CH:17]=2)[CH2:12][CH2:11][CH2:10]1. The yield is 0.930.